Dataset: Reaction yield outcomes from USPTO patents with 853,638 reactions. Task: Predict the reaction yield, written as a fraction of the theoretical maximum amount of product (1.0 means a 100% yield; for example, 0.34 means a 34% yield). (1) The reactants are [F:1][C:2]([F:17])([F:16])[S:3][C:4]1[CH:15]=[CH:14][C:7]([CH2:8][CH:9]([C:12]#[N:13])[C:10]#[N:11])=[CH:6][CH:5]=1.[H-].[Na+].Br[CH2:21][CH:22]1[CH2:25][CH2:24][CH2:23]1. The catalyst is CN(C)C=O. The product is [CH:22]1([CH2:21][C:9]([CH2:8][C:7]2[CH:6]=[CH:5][C:4]([S:3][C:2]([F:16])([F:1])[F:17])=[CH:15][CH:14]=2)([C:12]#[N:13])[C:10]#[N:11])[CH2:25][CH2:24][CH2:23]1. The yield is 0.220. (2) The reactants are [Si]([O:8][CH2:9][CH2:10]/[C:11](/Cl)=[N:12]/[OH:13])(C(C)(C)C)(C)C.N#N.[CH:17]#[C:18][CH3:19].C(N(CC)CC)C. The catalyst is C(Cl)CCl.C[C]1[C](C)[C](C)[C](C)[C]1C.C1CC=CCCC=C1.Cl[Ru]. The product is [CH3:19][C:18]1[C:11]([CH2:10][CH2:9][OH:8])=[N:12][O:13][CH:17]=1. The yield is 0.713. (3) The reactants are [OH:1][CH2:2][C:3]1[CH:11]=[CH:10][C:6]([C:7]([OH:9])=[O:8])=[CH:5][CH:4]=1.CN(C=O)C.O[N:18]=[C:19]([NH2:30])[C:20]1[CH:25]=[CH:24][C:23]([CH2:26][CH:27]([CH3:29])[CH3:28])=[CH:22][CH:21]=1. The catalyst is O. The product is [OH:1][CH2:2][C:3]1[CH:4]=[CH:5][C:6]([C:7]([O:9][N:18]=[C:19]([C:20]2[CH:25]=[CH:24][C:23]([CH2:26][CH:27]([CH3:29])[CH3:28])=[CH:22][CH:21]=2)[NH2:30])=[O:8])=[CH:10][CH:11]=1. The yield is 0.720. (4) The reactants are [Br:1][C:2]1[CH:12]=[CH:11][C:5]([NH:6][CH2:7][CH:8]2[CH2:10][CH2:9]2)=[C:4]([N+:13]([O-])=O)[CH:3]=1.[Cl-].[NH4+]. The catalyst is C(O)C.O.[Fe]. The product is [Br:1][C:2]1[CH:3]=[C:4]([NH2:13])[C:5]([NH:6][CH2:7][CH:8]2[CH2:10][CH2:9]2)=[CH:11][CH:12]=1. The yield is 0.980. (5) The product is [Br:1][C:2]1[CH:10]=[CH:9][CH:8]=[C:7]2[C:3]=1[C:4]1([C:20]3[CH:25]=[C:24]([F:26])[C:23]([F:27])=[CH:22][C:21]=3[O:19][CH2:18]1)[C:5](=[O:17])[N:6]2[CH2:11][C:12]([O:14][CH2:15][CH3:16])=[O:13]. The yield is 0.810. The reactants are [Br:1][C:2]1[CH:10]=[CH:9][CH:8]=[C:7]2[C:3]=1[C:4]([C:20]1[CH:25]=[C:24]([F:26])[C:23]([F:27])=[CH:22][C:21]=1O)([CH2:18][OH:19])[C:5](=[O:17])[N:6]2[CH2:11][C:12]([O:14][CH2:15][CH3:16])=[O:13].C1(CCN2C3C(=CC=CC=3)C(C3C(O)=CC4OCOC=4C=3)(CO)C2=O)CC1. No catalyst specified. (6) The reactants are [CH:1]1([C:4]([N:6]2[CH2:11][CH2:10][N:9]([C:12]([C:14]3[CH:15]=[C:16]([CH:20]4[C:25]5=[N:26][NH:27][C:28](=[O:33])[C:29]6[CH:30]=[CH:31][CH:32]=[C:23]([C:24]=65)[NH:22][CH:21]4[C:34]4[CH:41]=[CH:40][C:37]([CH:38]=[O:39])=[CH:36][CH:35]=4)[CH:17]=[CH:18][CH:19]=3)=[O:13])[CH2:8][CH2:7]2)=[O:5])[CH2:3][CH2:2]1.[CH3:42][NH:43][CH3:44].[BH4-].[Na+].[CH3:47][OH:48]. No catalyst specified. The product is [CH:1]1([C:47]([N:43]2[CH2:44][CH2:10][N:9]([C:12]([C:14]3[CH:15]=[C:16]([CH:20]4[C:25]5=[N:26][NH:27][C:28](=[O:33])[C:29]6[CH:30]=[CH:31][CH:32]=[C:23]([C:24]=65)[NH:22][CH:21]4[C:34]4[CH:41]=[CH:40][C:37]([CH2:4][N:6]([CH3:11])[CH3:7])=[CH:36][CH:35]=4)[CH:17]=[CH:18][CH:19]=3)=[O:13])[CH2:8][CH2:42]2)=[O:48])[CH2:3][CH2:2]1.[CH:1]1([C:4]([N:6]2[CH2:11][CH2:10][N:9]([C:12]([C:14]3[CH:15]=[C:16]([CH:20]4[C:25]5=[N:26][NH:27][C:28](=[O:33])[C:29]6[CH:30]=[CH:31][CH:32]=[C:23]([C:24]=65)[NH:22][CH:21]4[C:34]4[CH:35]=[CH:36][C:37]([CH2:38][OH:39])=[CH:40][CH:41]=4)[CH:17]=[CH:18][CH:19]=3)=[O:13])[CH2:8][CH2:7]2)=[O:5])[CH2:3][CH2:2]1. The yield is 0.190. (7) The reactants are [CH3:1][O:2][C:3](/[CH:5]=[CH:6]/[C:7]([O:9][CH2:10][C:11]([OH:13])=O)=[O:8])=[O:4].Cl.CN(C)CCCN=C=NCC.[CH3:26][N:27]1[CH2:32][CH2:31][NH:30][CH2:29][CH2:28]1. The catalyst is ClCCl.CN(C1C=CN=CC=1)C. The product is [C:3]([O:2][CH3:1])(=[O:4])/[CH:5]=[CH:6]/[C:7]([O:9][CH2:10][C:11]([N:30]1[CH2:31][CH2:32][N:27]([CH3:26])[CH2:28][CH2:29]1)=[O:13])=[O:8]. The yield is 0.130. (8) The reactants are [OH:1][C:2]1[CH:3]=[C:4]([C:9](=O)[CH3:10])[CH:5]=[C:6]([OH:8])[CH:7]=1.[H][H]. The catalyst is CO.Cl.[Pd]. The product is [CH2:9]([C:4]1[CH:5]=[C:6]([OH:8])[CH:7]=[C:2]([OH:1])[CH:3]=1)[CH3:10]. The yield is 0.790. (9) The reactants are C(OC([C:11]1[C:19]2[C:14](=[CH:15][CH:16]=[C:17](CCOS(C)(=O)=O)[CH:18]=2)[NH:13][C:12]=1C)=O)C1C=CC=CC=1.CC12CC([NH:34]C1)CC(C)(C)C2. The catalyst is O1CCOCC1. The product is [NH:13]1[C:14]2[C:19](=[CH:18][CH:17]=[CH:16][CH:15]=2)[CH:11]=[C:12]1[NH2:34]. The yield is 0.540.